From a dataset of Forward reaction prediction with 1.9M reactions from USPTO patents (1976-2016). Predict the product of the given reaction. (1) Given the reactants [Br:1][C:2]1[C:10]2[C:9]([NH:11][C:12]3[CH:13]=[C:14]4[C:18](=[CH:19][CH:20]=3)[NH:17][N:16]=[CH:15]4)=[N:8][CH:7]=[N:6][C:5]=2[NH:4][C:3]=1[C:21](O)=[O:22].[CH3:24][C@@H:25]1[CH2:30][O:29][CH2:28][CH2:27][NH:26]1, predict the reaction product. The product is: [Br:1][C:2]1[C:10]2[C:9]([NH:11][C:12]3[CH:13]=[C:14]4[C:18](=[CH:19][CH:20]=3)[NH:17][N:16]=[CH:15]4)=[N:8][CH:7]=[N:6][C:5]=2[NH:4][C:3]=1[C:21]([N:26]1[CH2:27][CH2:28][O:29][CH2:30][C@H:25]1[CH3:24])=[O:22]. (2) Given the reactants [C:1]1([C:26]2[CH:31]=[CH:30][CH:29]=[CH:28][CH:27]=2)[CH:6]=[CH:5][C:4](/[C:7](/I)=[CH:8]/[CH2:9][S:10][C:11]2[CH:23]=[CH:22][C:14]([O:15][CH2:16][C:17]([O:19]CC)=[O:18])=[C:13]([CH3:24])[CH:12]=2)=[CH:3][CH:2]=1.[S:32]1[C:36]([Sn](CCCC)(CCCC)CCCC)=[CH:35][C:34]2[CH:50]=[CH:51][CH:52]=[CH:53][C:33]1=2.C(Cl)(Cl)Cl.C(P(C(C)(C)C)C(C)(C)C)(C)(C)C.C1CCCCC1.[F-].[K+], predict the reaction product. The product is: [S:32]1[C:36]([C:7]([C:4]2[CH:3]=[CH:2][C:1]([C:26]3[CH:31]=[CH:30][CH:29]=[CH:28][CH:27]=3)=[CH:6][CH:5]=2)=[CH:8][CH2:9][S:10][C:11]2[CH:23]=[CH:22][C:14]([O:15][CH2:16][C:17]([OH:19])=[O:18])=[C:13]([CH3:24])[CH:12]=2)=[CH:35][C:34]2[CH:50]=[CH:51][CH:52]=[CH:53][C:33]1=2.